From a dataset of Forward reaction prediction with 1.9M reactions from USPTO patents (1976-2016). Predict the product of the given reaction. (1) Given the reactants Br[C:2]1[CH:7]=[CH:6][C:5]([N:8]2[CH:12]=[C:11]([CH3:13])[N:10]=[CH:9]2)=[C:4]([O:14][CH3:15])[CH:3]=1.[CH3:16][O:17][C:18]([C:20]1[N:21]([CH2:26][C:27]2[CH:32]=[C:31]([F:33])[C:30]([F:34])=[C:29]([F:35])[CH:28]=2)[N:22]=[C:23]([NH2:25])[CH:24]=1)=[O:19], predict the reaction product. The product is: [CH3:16][O:17][C:18]([C:20]1[N:21]([CH2:26][C:27]2[CH:32]=[C:31]([F:33])[C:30]([F:34])=[C:29]([F:35])[CH:28]=2)[N:22]=[C:23]([NH:25][C:2]2[CH:7]=[CH:6][C:5]([N:8]3[CH:12]=[C:11]([CH3:13])[N:10]=[CH:9]3)=[C:4]([O:14][CH3:15])[CH:3]=2)[CH:24]=1)=[O:19]. (2) Given the reactants Br[C:2]1[CH:3]=[CH:4][CH:5]=[C:6]2[C:10]=1[N:9]([CH3:11])[C:8](=[O:12])[C:7]2([CH3:14])[CH3:13].[C:15]([O:19][CH2:20][CH3:21])(=[O:18])[CH:16]=[CH2:17].C(N(CC)CC)C, predict the reaction product. The product is: [CH3:11][N:9]1[C:10]2[C:6](=[CH:5][CH:4]=[CH:3][C:2]=2/[CH:17]=[CH:16]/[C:15]([O:19][CH2:20][CH3:21])=[O:18])[C:7]([CH3:14])([CH3:13])[C:8]1=[O:12]. (3) The product is: [Cl:1][C:2]1[N:3]=[CH:4][C:5]2[S:10][CH:9]=[C:8]([C:11]([Cl:16])=[O:13])[C:6]=2[N:7]=1. Given the reactants [Cl:1][C:2]1[N:3]=[CH:4][C:5]2[S:10][CH:9]=[C:8]([C:11]([OH:13])=O)[C:6]=2[N:7]=1.S(Cl)([Cl:16])=O, predict the reaction product. (4) The product is: [NH2:1][C:2]1[C:7]([NH:8][C:9](=[O:39])[CH2:10][CH2:11][C:12]2[CH:17]=[C:16]([CH3:18])[CH:15]=[C:14]([NH2:19])[N:13]=2)=[CH:6][C:5]([C:40]2[CH:41]=[CH:42][C:43]([Cl:46])=[CH:44][CH:45]=2)=[CH:4][N:3]=1. Given the reactants [NH2:1][C:2]1[C:7]([NH:8][C:9](=[O:39])[CH2:10][CH2:11][C:12]2[CH:17]=[C:16]([CH3:18])[CH:15]=[C:14]([NH:19]C(C3C=CC=CC=3)(C3C=CC=CC=3)C3C=CC=CC=3)[N:13]=2)=[CH:6][C:5]([C:40]2[CH:45]=[CH:44][C:43]([Cl:46])=[CH:42][CH:41]=2)=[CH:4][N:3]=1, predict the reaction product. (5) Given the reactants Cl[C:2]1[C:3]2[C:4](=[CH:16][N:17](CC3C=CC(OC)=CC=3)[N:18]=2)[N:5]=[C:6]([C:8]2[CH:13]=[CH:12][C:11]([O:14][CH3:15])=[CH:10][CH:9]=2)[N:7]=1.[C:28]([N:32]1[CH2:37][CH2:36][N:35]([C:38]2[CH:44]=[CH:43][C:41]([NH2:42])=[CH:40][CH:39]=2)[CH2:34][CH2:33]1)([CH3:31])([CH3:30])[CH3:29].Cl, predict the reaction product. The product is: [C:28]([N:32]1[CH2:37][CH2:36][N:35]([C:38]2[CH:39]=[CH:40][C:41]([NH:42][C:2]3[C:3]4[NH:18][N:17]=[CH:16][C:4]=4[N:5]=[C:6]([C:8]4[CH:9]=[CH:10][C:11]([O:14][CH3:15])=[CH:12][CH:13]=4)[N:7]=3)=[CH:43][CH:44]=2)[CH2:34][CH2:33]1)([CH3:31])([CH3:29])[CH3:30]. (6) Given the reactants [C:1]([O:5][C:6](=[O:21])[NH:7][C:8]1[CH:13]=[C:12]([N:14]2[CH2:18][CH2:17][CH2:16][CH2:15]2)[C:11]([F:19])=[CH:10][C:9]=1[NH2:20])([CH3:4])([CH3:3])[CH3:2].C([O:26][C:27](=O)[CH2:28][C:29](=[O:49])[C:30]1[CH:35]=[CH:34][CH:33]=[C:32]([N:36]2[C:40]([CH2:41][O:42][CH:43]3[CH2:48][CH2:47][CH2:46][CH2:45][O:44]3)=[CH:39][N:38]=[N:37]2)[CH:31]=1)(C)(C)C, predict the reaction product. The product is: [C:1]([O:5][C:6](=[O:21])[NH:7][C:8]1[CH:13]=[C:12]([N:14]2[CH2:18][CH2:17][CH2:16][CH2:15]2)[C:11]([F:19])=[CH:10][C:9]=1[NH:20][C:27](=[O:26])[CH2:28][C:29](=[O:49])[C:30]1[CH:35]=[CH:34][CH:33]=[C:32]([N:36]2[C:40]([CH2:41][O:42][CH:43]3[CH2:48][CH2:47][CH2:46][CH2:45][O:44]3)=[CH:39][N:38]=[N:37]2)[CH:31]=1)([CH3:4])([CH3:2])[CH3:3]. (7) Given the reactants [Cl:1][C:2]1[CH:29]=[CH:28][C:5]([CH2:6][NH:7][C:8]([C:10]2[C:19](=[O:20])[C:18]3[C:13]4=[C:14]([O:25][CH2:26][CH2:27][N:12]4[CH:11]=2)[CH:15]=[C:16]([C:21]#[C:22][CH2:23][OH:24])[CH:17]=3)=[O:9])=[CH:4][CH:3]=1.[CH3:30][CH:31]([Si:33](Cl)([CH:37]([CH3:39])[CH3:38])[CH:34]([CH3:36])[CH3:35])[CH3:32], predict the reaction product. The product is: [Cl:1][C:2]1[CH:3]=[CH:4][C:5]([CH2:6][NH:7][C:8]([C:10]2[C:19](=[O:20])[C:18]3[C:13]4=[C:14]([O:25][CH2:26][CH2:27][N:12]4[CH:11]=2)[CH:15]=[C:16]([C:21]#[C:22][CH2:23][O:24][Si:33]([CH:37]([CH3:39])[CH3:38])([CH:34]([CH3:36])[CH3:35])[CH:31]([CH3:32])[CH3:30])[CH:17]=3)=[O:9])=[CH:28][CH:29]=1. (8) Given the reactants [NH2:1][C:2]1[N:7]=[C:6]([C:8]2[CH:13]=[CH:12][C:11]([O:14][CH3:15])=[C:10]([O:16][CH3:17])[CH:9]=2)[C:5]([C:18]2[CH:19]=[CH:20][C:21](=[O:24])[NH:22][N:23]=2)=[CH:4][N:3]=1.[CH:25](I)([CH3:27])[CH3:26], predict the reaction product. The product is: [NH2:1][C:2]1[N:7]=[C:6]([C:8]2[CH:13]=[CH:12][C:11]([O:14][CH3:15])=[C:10]([O:16][CH3:17])[CH:9]=2)[C:5]([C:18]2[CH:19]=[CH:20][C:21](=[O:24])[N:22]([CH:25]([CH3:27])[CH3:26])[N:23]=2)=[CH:4][N:3]=1. (9) Given the reactants [F:1][C:2]1[C:7]([C:8]([F:11])([F:10])[F:9])=[CH:6][C:5]([NH:12][S:13]([CH3:16])(=[O:15])=[O:14])=[C:4](I)[CH:3]=1.[CH2:18]([S:20][CH2:21][C:22]([CH3:26])([OH:25])[C:23]#[CH:24])[CH3:19], predict the reaction product. The product is: [CH2:18]([S:20][CH2:21][C:22]([C:23]1[N:12]([S:13]([CH3:16])(=[O:15])=[O:14])[C:5]2[C:4]([CH:24]=1)=[CH:3][C:2]([F:1])=[C:7]([C:8]([F:11])([F:10])[F:9])[CH:6]=2)([OH:25])[CH3:26])[CH3:19].